This data is from Catalyst prediction with 721,799 reactions and 888 catalyst types from USPTO. The task is: Predict which catalyst facilitates the given reaction. (1) Reactant: N1CCCN2CCCCCC=12.[CH3:12][O:13][C:14](=[O:32])[CH:15]=[C:16]1[CH2:21][CH2:20][N:19]([C:22]([O:24][CH2:25][C:26]2[CH:31]=[CH:30][CH:29]=[CH:28][CH:27]=2)=[O:23])[CH2:18][CH2:17]1. Product: [CH3:12][O:13][C:14](=[O:32])[CH2:15][C:16]1[CH2:21][CH2:20][N:19]([C:22]([O:24][CH2:25][C:26]2[CH:31]=[CH:30][CH:29]=[CH:28][CH:27]=2)=[O:23])[CH2:18][CH:17]=1. The catalyst class is: 35. (2) Reactant: Cl[CH2:2][CH2:3][O:4][CH2:5][C:6]([NH:8][C:9]1[CH:19]=[CH:18][C:12]([C:13]([O:15][CH2:16][CH3:17])=[O:14])=[CH:11][CH:10]=1)=[O:7].[H-].[Na+].Cl. Product: [O:7]=[C:6]1[CH2:5][O:4][CH2:3][CH2:2][N:8]1[C:9]1[CH:19]=[CH:18][C:12]([C:13]([O:15][CH2:16][CH3:17])=[O:14])=[CH:11][CH:10]=1. The catalyst class is: 7. (3) Reactant: [CH3:1][O:2][C:3]1[CH:4]=[C:5]([O:15][C:16]2[CH:17]=[N:18][C:19]([S:22]([CH3:25])(=[O:24])=[O:23])=[CH:20][CH:21]=2)[CH:6]=[C:7]2[C:11]=1[NH:10][C:9]([C:12]([OH:14])=O)=[CH:8]2.Cl.C([N:29]=C=NCCCN(C)C)C.ON1C2C=CC=CC=2N=N1.[OH-].[NH4+]. Product: [CH3:1][O:2][C:3]1[CH:4]=[C:5]([O:15][C:16]2[CH:17]=[N:18][C:19]([S:22]([CH3:25])(=[O:24])=[O:23])=[CH:20][CH:21]=2)[CH:6]=[C:7]2[C:11]=1[NH:10][C:9]([C:12]([NH2:29])=[O:14])=[CH:8]2. The catalyst class is: 9. (4) Reactant: [F:1][C:2]1[CH:3]=[C:4]([C:8]2[C:13](=[O:14])[N:12]3[C:15]([CH3:19])=[CH:16][CH:17]=[CH:18][C:11]3=[N:10][C:9]=2[CH:20](O)[CH3:21])[CH:5]=[CH:6][CH:7]=1.C1(P(C2C=CC=CC=2)C2C=CC=CC=2)C=CC=CC=1.[C:42]1(=[O:52])[NH:46][C:45](=[O:47])[C:44]2=[CH:48][CH:49]=[CH:50][CH:51]=[C:43]12.N(C(OC(C)C)=O)=NC(OC(C)C)=O. Product: [F:1][C:2]1[CH:3]=[C:4]([C:8]2[C:13](=[O:14])[N:12]3[C:15]([CH3:19])=[CH:16][CH:17]=[CH:18][C:11]3=[N:10][C:9]=2[CH:20]([N:46]2[C:42](=[O:52])[C:43]3[C:44](=[CH:48][CH:49]=[CH:50][CH:51]=3)[C:45]2=[O:47])[CH3:21])[CH:5]=[CH:6][CH:7]=1. The catalyst class is: 1. (5) Reactant: [OH:1][C:2]1[CH:3]=[C:4]([CH2:11][C:12]([O:14][CH2:15][CH3:16])=[O:13])[CH:5]=[CH:6][C:7]=1[N+:8]([O-])=O.C([O-])=O.[NH4+]. Product: [NH2:8][C:7]1[CH:6]=[CH:5][C:4]([CH2:11][C:12]([O:14][CH2:15][CH3:16])=[O:13])=[CH:3][C:2]=1[OH:1]. The catalyst class is: 29. (6) Reactant: [OH:1][CH2:2][CH2:3][N:4]1[C:12]2[C:7](=[CH:8][C:9]([O:13][CH2:14][C:15]3[CH:20]=[CH:19][CH:18]=[CH:17][CH:16]=3)=[CH:10][CH:11]=2)[CH:6]=[CH:5]1.[C:21](OC(=O)C)(=[O:23])[CH3:22].C(N(CC)CC)C. Product: [C:21]([O:1][CH2:2][CH2:3][N:4]1[C:12]2[C:7](=[CH:8][C:9]([O:13][CH2:14][C:15]3[CH:20]=[CH:19][CH:18]=[CH:17][CH:16]=3)=[CH:10][CH:11]=2)[CH:6]=[CH:5]1)(=[O:23])[CH3:22]. The catalyst class is: 251. (7) Reactant: [F:1][C:2]([F:15])([F:14])[O:3][C:4]1[CH:5]=[C:6]2[C:11](=[CH:12][CH:13]=1)[N:10]=[CH:9][CH:8]=[CH:7]2.[OH:16]O.[OH-].[NH4+]. Product: [F:15][C:2]([F:1])([F:14])[O:3][C:4]1[CH:5]=[C:6]2[C:11](=[CH:12][CH:13]=1)[N+:10]([O-:16])=[CH:9][CH:8]=[CH:7]2. The catalyst class is: 15.